Dataset: Forward reaction prediction with 1.9M reactions from USPTO patents (1976-2016). Task: Predict the product of the given reaction. (1) Given the reactants C(N(CC)CC)C.[OH:8][CH2:9][CH:10]([NH:32][C:33](=[O:39])[O:34][C:35]([CH3:38])([CH3:37])[CH3:36])[CH2:11][CH:12]([CH2:16][C:17]1[CH:18]=[C:19]2[C:23](=[CH:24][CH:25]=1)[N:22]([CH3:26])[CH:21]=[C:20]2[CH2:27][CH2:28][CH2:29][O:30][CH3:31])[CH:13]([CH3:15])[CH3:14], predict the reaction product. The product is: [CH:9]([CH:10]([NH:32][C:33](=[O:39])[O:34][C:35]([CH3:36])([CH3:38])[CH3:37])[CH2:11][CH:12]([CH2:16][C:17]1[CH:18]=[C:19]2[C:23](=[CH:24][CH:25]=1)[N:22]([CH3:26])[CH:21]=[C:20]2[CH2:27][CH2:28][CH2:29][O:30][CH3:31])[CH:13]([CH3:14])[CH3:15])=[O:8]. (2) Given the reactants [CH:1]1([CH2:6][CH:7]([C:12]2[CH:17]=[CH:16][C:15]([S:18]([CH:21]3[CH2:23][CH2:22]3)(=[O:20])=[O:19])=[CH:14][CH:13]=2)[C:8]([O:10]C)=[O:9])[CH2:5][CH2:4][CH2:3][CH2:2]1.O1CCCC1.[OH-].[Na+].Cl, predict the reaction product. The product is: [CH:1]1([CH2:6][CH:7]([C:12]2[CH:17]=[CH:16][C:15]([S:18]([CH:21]3[CH2:23][CH2:22]3)(=[O:19])=[O:20])=[CH:14][CH:13]=2)[C:8]([OH:10])=[O:9])[CH2:2][CH2:3][CH2:4][CH2:5]1. (3) Given the reactants [F:1][C:2]1[C:3]([NH:26][C:27]2[CH:32]=[CH:31][C:30]([I:33])=[CH:29][C:28]=2[F:34])=[C:4]([CH:12]=[C:13](/[CH:16]=[N:17]/[O:18][CH2:19][CH2:20][CH2:21][C:22](=[O:25])[NH:23][CH3:24])[C:14]=1[F:15])[C:5]([NH:7][O:8][CH2:9][CH2:10][OH:11])=[O:6].ClCCl.ClC(Cl)C(O)=O, predict the reaction product. The product is: [F:1][C:2]1[C:3]([NH:26][C:27]2[CH:32]=[CH:31][C:30]([I:33])=[CH:29][C:28]=2[F:34])=[C:4]([CH:12]=[C:13]([CH2:16][NH:17][O:18][CH2:19][CH2:20][CH2:21][C:22](=[O:25])[NH:23][CH3:24])[C:14]=1[F:15])[C:5]([NH:7][O:8][CH2:9][CH2:10][OH:11])=[O:6]. (4) The product is: [CH:1]1([C:4]2[C:5]([N:13]3[CH2:18][CH2:17][N:16]([C:19]([C:21]4[CH:26]=[CH:25][C:24]([N:31]5[C@H:30]([CH2:28][CH3:29])[CH2:34][O:33][C:32]5=[O:35])=[CH:23][CH:22]=4)=[O:20])[CH2:15][CH2:14]3)=[N:6][CH:7]=[C:8]([CH:10]3[CH2:12][CH2:11]3)[CH:9]=2)[CH2:3][CH2:2]1. Given the reactants [CH:1]1([C:4]2[C:5]([N:13]3[CH2:18][CH2:17][N:16]([C:19]([C:21]4[CH:26]=[CH:25][C:24](I)=[CH:23][CH:22]=4)=[O:20])[CH2:15][CH2:14]3)=[N:6][CH:7]=[C:8]([CH:10]3[CH2:12][CH2:11]3)[CH:9]=2)[CH2:3][CH2:2]1.[CH2:28]([C@@H:30]1[CH2:34][O:33][C:32](=[O:35])[NH:31]1)[CH3:29].C(=O)([O-])[O-].[K+].[K+].CNCCNC.[Cl-].[NH4+], predict the reaction product. (5) Given the reactants [H-].[Na+].[CH2:3]([N:10]1[CH2:15][CH2:14][O:13][C@H:12]([OH:16])[C@H:11]1[C:17]1[CH:22]=[CH:21][CH:20]=[CH:19][CH:18]=1)[C:4]1[CH:9]=[CH:8][CH:7]=[CH:6][CH:5]=1.[F:23][C:24]([F:38])([F:37])[C:25]1[CH:26]=[C:27]([CH:30]=[C:31]([C:33]([F:36])([F:35])[F:34])[CH:32]=1)[CH2:28]Br.C([O-])(O)=O.[Na+], predict the reaction product. The product is: [CH2:3]([N:10]1[CH2:15][CH2:14][O:13][C@H:12]([O:16][CH2:28][C:27]2[CH:30]=[C:31]([C:33]([F:35])([F:36])[F:34])[CH:32]=[C:25]([C:24]([F:23])([F:37])[F:38])[CH:26]=2)[C@H:11]1[C:17]1[CH:22]=[CH:21][CH:20]=[CH:19][CH:18]=1)[C:4]1[CH:5]=[CH:6][CH:7]=[CH:8][CH:9]=1. (6) Given the reactants [CH2:1]([C:5]12[CH2:17][CH2:16][C:15](=[O:18])[CH:14]=[C:13]1[C:12]1[C:7](=[C:8]([CH3:21])[C:9]([O:19]C)=[CH:10][CH:11]=1)[CH2:6]2)[CH2:2][CH2:3][CH3:4].B(Br)(Br)Br, predict the reaction product. The product is: [CH2:1]([C:5]12[CH2:17][CH2:16][C:15](=[O:18])[CH:14]=[C:13]1[C:12]1[C:7](=[C:8]([CH3:21])[C:9]([OH:19])=[CH:10][CH:11]=1)[CH2:6]2)[CH2:2][CH2:3][CH3:4]. (7) Given the reactants [F:1][CH:2]([F:12])[C:3]1[N:4]=[CH:5][C:6]([C:9]([OH:11])=O)=[N:7][CH:8]=1.[NH2:13][C:14]1[CH:15]=[CH:16][C:17]([F:32])=[C:18]([C@:20]23[CH2:28][O:27][C@H:26]([CH2:29][F:30])[C@H:25]2[CH2:24][S:23][C:22]([NH2:31])=[N:21]3)[CH:19]=1.C(P1(=O)OP(CCC)(=O)OP(CCC)(=O)O1)CC.[OH-].[NH4+], predict the reaction product. The product is: [NH2:31][C:22]1[S:23][CH2:24][C@@H:25]2[C@@H:26]([CH2:29][F:30])[O:27][CH2:28][C@:20]2([C:18]2[CH:19]=[C:14]([NH:13][C:9]([C:6]3[CH:5]=[N:4][C:3]([CH:2]([F:1])[F:12])=[CH:8][N:7]=3)=[O:11])[CH:15]=[CH:16][C:17]=2[F:32])[N:21]=1. (8) The product is: [C:1]([C:5]1[C:13]2[C:8](=[CH:9][CH:10]=[C:11]([NH2:14])[CH:12]=2)[NH:7][CH:6]=1)([CH3:4])([CH3:2])[CH3:3]. Given the reactants [C:1]([C:5]1[C:13]2[C:8](=[CH:9][CH:10]=[C:11]([N+:14]([O-])=O)[CH:12]=2)[NH:7][CH:6]=1)([CH3:4])([CH3:3])[CH3:2], predict the reaction product. (9) Given the reactants [NH2:1][C:2]1[CH:7]=[CH:6][C:5]([C@@H:8]2[CH2:10][C@H:9]2[N:11]([CH2:19][CH:20]2[CH2:22][CH2:21]2)[C:12](=[O:18])[O:13][C:14]([CH3:17])([CH3:16])[CH3:15])=[CH:4][CH:3]=1.[CH3:23][N:24]1[CH:28]=[C:27]([C:29](O)=[O:30])[CH:26]=[N:25]1.Cl.C(N=C=NCCCN(C)C)C.O, predict the reaction product. The product is: [C:14]([O:13][C:12](=[O:18])[N:11]([CH2:19][CH:20]1[CH2:22][CH2:21]1)[C@@H:9]1[CH2:10][C@H:8]1[C:5]1[CH:6]=[CH:7][C:2]([NH:1][C:29]([C:27]2[CH:26]=[N:25][N:24]([CH3:23])[CH:28]=2)=[O:30])=[CH:3][CH:4]=1)([CH3:17])([CH3:16])[CH3:15].